This data is from Forward reaction prediction with 1.9M reactions from USPTO patents (1976-2016). The task is: Predict the product of the given reaction. (1) Given the reactants [S:1]1[CH:5]=[CH:4][CH:3]=[C:2]1[CH2:6][C:7]#[N:8].[OH-].[Na+].[N:11](OC)=[O:12], predict the reaction product. The product is: [OH:12][N:11]=[C:6]([C:2]1[S:1][CH:5]=[CH:4][CH:3]=1)[C:7]#[N:8]. (2) Given the reactants Cl[CH2:2][C:3]1[C:4]([S:9][CH:10]2[CH2:14][CH2:13][CH2:12][CH2:11]2)=[N:5][CH:6]=[CH:7][CH:8]=1.C[O:16][C:17](=[O:28])[CH2:18][CH2:19][C:20]1[CH:25]=[CH:24][C:23]([OH:26])=[C:22]([F:27])[CH:21]=1, predict the reaction product. The product is: [CH:10]1([S:9][C:4]2[C:3]([CH2:2][O:26][C:23]3[CH:24]=[CH:25][C:20]([CH2:19][CH2:18][C:17]([OH:28])=[O:16])=[CH:21][C:22]=3[F:27])=[CH:8][CH:7]=[CH:6][N:5]=2)[CH2:14][CH2:13][CH2:12][CH2:11]1. (3) Given the reactants [Cl:1][C:2]1[CH:7]=[CH:6][C:5]([C:8]2[NH:9][C:10](=[O:18])[N:11]([CH2:13][C:14]([O:16][CH3:17])=[O:15])[CH:12]=2)=[CH:4][CH:3]=1.C(=O)([O-])[O-].[Cs+].[Cs+].Br[C:26]1([CH3:29])[CH2:28][CH2:27]1.Cl, predict the reaction product. The product is: [Cl:1][C:2]1[CH:7]=[CH:6][C:5]([C:8]2[N:9]([CH2:29][CH:26]3[CH2:28][CH2:27]3)[C:10](=[O:18])[N:11]([CH2:13][C:14]([O:16][CH3:17])=[O:15])[CH:12]=2)=[CH:4][CH:3]=1. (4) Given the reactants [CH3:1][C:2]1[CH:8]=[CH:7][C:6]([C:9]2([CH3:14])[O:13]CCO2)=[CH:5][C:3]=1[NH2:4].Br[CH2:16][C:17]([O:19][CH2:20][CH3:21])=[O:18].C(N([CH2:29][CH3:30])C(C)C)(C)C, predict the reaction product. The product is: [CH2:20]([O:19][C:17](=[O:18])[CH2:16][N:4]([CH2:16][C:17]([O:19][CH2:29][CH3:30])=[O:18])[C:3]1[CH:5]=[C:6]([C:9](=[O:13])[CH3:14])[CH:7]=[CH:8][C:2]=1[CH3:1])[CH3:21]. (5) The product is: [C@@H:29]1([O:28][CH2:27][CH2:26][NH:25][C:23](=[O:24])[CH2:22][CH2:21][CH2:20][CH2:19][C:18]([NH:17][CH2:16][CH2:15][CH2:14][CH2:13][C@@H:12]([C:40]([OH:42])=[O:41])[NH2:11])=[O:39])[O:37][C@@H:36]([CH3:38])[C@@H:34]([OH:35])[C@@H:32]([OH:33])[C@@H:30]1[OH:31]. Given the reactants C(OC([NH:11][C@H:12]([C:40]([OH:42])=[O:41])[CH2:13][CH2:14][CH2:15][CH2:16][NH:17][C:18](=[O:39])[CH2:19][CH2:20][CH2:21][CH2:22][C:23]([NH:25][CH2:26][CH2:27][O:28][C@@H:29]1[O:37][C@@H:36]([CH3:38])[C@@H:34]([OH:35])[C@@H:32]([OH:33])[C@@H:30]1[OH:31])=[O:24])=O)C1C=CC=CC=1, predict the reaction product. (6) Given the reactants [CH3:1][O:2][C:3]([CH:6]1[CH2:11][CH2:10][NH:9][CH2:8][CH2:7]1)([CH3:5])[CH3:4].Br[CH2:13][C:14]1[N:15]([CH3:30])[C:16]2[C:21]([N:22]=1)=[C:20]([N:23]1[CH2:28][CH2:27][O:26][CH2:25][CH2:24]1)[N:19]=[C:18]([Cl:29])[N:17]=2, predict the reaction product. The product is: [Cl:29][C:18]1[N:17]=[C:16]2[C:21]([N:22]=[C:14]([CH2:13][N:9]3[CH2:10][CH2:11][CH:6]([C:3]([O:2][CH3:1])([CH3:5])[CH3:4])[CH2:7][CH2:8]3)[N:15]2[CH3:30])=[C:20]([N:23]2[CH2:24][CH2:25][O:26][CH2:27][CH2:28]2)[N:19]=1. (7) Given the reactants [OH:1][CH2:2][CH:3]([CH2:5][OH:6])O.[O:7]=[O:8], predict the reaction product. The product is: [O:7]=[O:8].[CH:2]([CH:3]=[CH2:5])=[O:1].[CH:2](=[O:1])[CH3:3].[C:5](=[O:6])=[O:7]. (8) The product is: [C:7]1([C:1]#[C:6][C:5]2[CH2:29][O:30][CH2:31][C:4]=2[C:3]#[C:2][C:14]2[CH:19]=[CH:18][CH:17]=[CH:16][CH:15]=2)[CH:8]=[CH:9][CH:10]=[CH:11][CH:12]=1. Given the reactants [C:1]1([C:7]2[CH:12]=[CH:11][CH:10]=[CH:9][C:8]=2O)[CH:6]=[CH:5][CH:4]=[CH:3][CH:2]=1.[C:14]1(C#C[C:14]2[CH:19]=[CH:18][CH:17]=[CH:16][CH:15]=2)[CH:19]=[CH:18][CH:17]=[CH:16][CH:15]=1.C[CH2:29][O:30][C:31](C)=O, predict the reaction product. (9) Given the reactants [C:1]([O:5][C:6]([N:8]1[CH2:13][C@H:12]([CH2:14][O:15]S(C(F)(F)F)(=O)=O)[N:11]([C:23]2[CH:28]=[CH:27][C:26]([O:29][CH2:30][C:31]3[CH:36]=[CH:35][CH:34]=[CH:33][CH:32]=3)=[CH:25][CH:24]=2)[C:10](=[O:37])[CH2:9]1)=[O:7])([CH3:4])([CH3:3])[CH3:2].C(=O)([O-])[O-].[Cs+].[Cs+].[CH:44]1[C:53]2[C:48](=[CH:49][CH:50]=[CH:51][CH:52]=2)[CH:47]=[CH:46][C:45]=1O, predict the reaction product. The product is: [C:1]([O:5][C:6]([N:8]1[CH2:9][C:10](=[O:37])[N:11]([C:23]2[CH:28]=[CH:27][C:26]([O:29][CH2:30][C:31]3[CH:36]=[CH:35][CH:34]=[CH:33][CH:32]=3)=[CH:25][CH:24]=2)[C@@H:12]([CH2:14][O:15][C:46]2[CH:45]=[CH:44][C:53]3[C:48](=[CH:49][CH:50]=[CH:51][CH:52]=3)[CH:47]=2)[CH2:13]1)=[O:7])([CH3:4])([CH3:3])[CH3:2]. (10) Given the reactants [C:1]([O:5][C:6]([C@H:8]([CH2:18][CH2:19][O:20][CH3:21])[CH2:9][C:10]1([C:15]([OH:17])=O)[CH2:14][CH2:13][CH2:12][CH2:11]1)=[O:7])([CH3:4])([CH3:3])[CH3:2].Cl.CN(C)CCCN=C=[N:30][CH2:31][CH3:32].[OH2:34].ON1[C:40]2[CH:41]=C[CH:43]=[CH:44][C:39]=2N=N1.C[N:46]1[CH2:51][CH2:50][O:49][CH2:48][CH2:47]1.[C:52]([O:55][CH2:56][CH3:57])(=O)[CH3:53], predict the reaction product. The product is: [C:1]([O:5][C:6](=[O:7])[C@@H:8]([CH2:9][C:10]1([C:15](=[O:17])[NH:46][C@H:51]([C:50]([O:49][CH2:48][CH3:47])=[O:34])[CH2:53][C:52]2[O:55][C:56]([C:57]3[CH:43]=[CH:44][CH:39]=[CH:40][CH:41]=3)=[C:31]([CH3:32])[N:30]=2)[CH2:11][CH2:12][CH2:13][CH2:14]1)[CH2:18][CH2:19][O:20][CH3:21])([CH3:2])([CH3:3])[CH3:4].